Dataset: NCI-60 drug combinations with 297,098 pairs across 59 cell lines. Task: Regression. Given two drug SMILES strings and cell line genomic features, predict the synergy score measuring deviation from expected non-interaction effect. (1) Drug 1: CC1C(C(CC(O1)OC2CC(CC3=C2C(=C4C(=C3O)C(=O)C5=C(C4=O)C(=CC=C5)OC)O)(C(=O)C)O)N)O.Cl. Drug 2: CC1=C(C(=O)C2=C(C1=O)N3CC4C(C3(C2COC(=O)N)OC)N4)N. Cell line: HL-60(TB). Synergy scores: CSS=86.2, Synergy_ZIP=-1.24, Synergy_Bliss=-2.14, Synergy_Loewe=-4.90, Synergy_HSA=-0.539. (2) Drug 1: CN(C)C1=NC(=NC(=N1)N(C)C)N(C)C. Drug 2: C1=NC2=C(N1)C(=S)N=C(N2)N. Cell line: SF-268. Synergy scores: CSS=25.2, Synergy_ZIP=-5.73, Synergy_Bliss=-1.13, Synergy_Loewe=-40.9, Synergy_HSA=-1.31. (3) Drug 1: C1=CN(C(=O)N=C1N)C2C(C(C(O2)CO)O)O.Cl. Drug 2: CN(C(=O)NC(C=O)C(C(C(CO)O)O)O)N=O. Cell line: UACC-257. Synergy scores: CSS=1.52, Synergy_ZIP=-2.77, Synergy_Bliss=-1.19, Synergy_Loewe=-7.40, Synergy_HSA=-0.936. (4) Drug 1: C#CCC(CC1=CN=C2C(=N1)C(=NC(=N2)N)N)C3=CC=C(C=C3)C(=O)NC(CCC(=O)O)C(=O)O. Drug 2: C1C(C(OC1N2C=NC3=C2NC=NCC3O)CO)O. Cell line: HCC-2998. Synergy scores: CSS=3.14, Synergy_ZIP=-3.68, Synergy_Bliss=-5.92, Synergy_Loewe=2.35, Synergy_HSA=-4.26. (5) Drug 1: C1=CC=C(C(=C1)C(C2=CC=C(C=C2)Cl)C(Cl)Cl)Cl. Drug 2: C1CC(=O)NC(=O)C1N2C(=O)C3=CC=CC=C3C2=O. Cell line: UACC-257. Synergy scores: CSS=0.667, Synergy_ZIP=-0.00417, Synergy_Bliss=-0.116, Synergy_Loewe=-0.670, Synergy_HSA=-1.30. (6) Drug 1: CC12CCC3C(C1CCC2=O)CC(=C)C4=CC(=O)C=CC34C. Drug 2: C1=NNC2=C1C(=O)NC=N2. Cell line: SF-295. Synergy scores: CSS=43.4, Synergy_ZIP=-0.312, Synergy_Bliss=0.0867, Synergy_Loewe=-8.35, Synergy_HSA=0.983.